This data is from Full USPTO retrosynthesis dataset with 1.9M reactions from patents (1976-2016). The task is: Predict the reactants needed to synthesize the given product. (1) Given the product [Cl:1][C:2]1[CH:7]=[CH:6][N:5]=[C:4]2[CH:8]=[C:9]([C:11]3[N:12]=[C:13]([CH2:18][N:21]([CH3:22])[CH3:20])[N:14]([CH2:16][CH3:17])[CH:15]=3)[S:10][C:3]=12, predict the reactants needed to synthesize it. The reactants are: [Cl:1][C:2]1[CH:7]=[CH:6][N:5]=[C:4]2[CH:8]=[C:9]([C:11]3[N:12]=[C:13]([CH:18]=O)[N:14]([CH2:16][CH3:17])[CH:15]=3)[S:10][C:3]=12.[CH3:20][NH:21][CH3:22].C([BH3-])#N.[Na+]. (2) Given the product [C:1]([CH2:4][CH:5]([CH2:10][CH:11]([CH3:13])[CH3:12])[CH2:6][C:7]([OH:9])=[O:8])(=[O:3])[NH2:2], predict the reactants needed to synthesize it. The reactants are: [C:1]([CH2:4][C@H:5]([CH2:10][CH:11]([CH3:13])[CH3:12])[CH2:6][C:7]([OH:9])=[O:8])(=[O:3])[NH2:2].[OH-].[Na+]. (3) The reactants are: [CH2:1]([C:3]1[CH:8]=[C:7]([C:9]([F:18])([C:14]([F:17])([F:16])[F:15])[C:10]([F:13])([F:12])[F:11])[CH:6]=[C:5]([CH3:19])[C:4]=1[NH2:20])[CH3:2].C(=O)([O-])[O-].[K+].[K+].[S:27](=[N:29][C:30]1[CH:31]=[C:32]([CH:36]=[CH:37][CH:38]=1)[C:33](Cl)=[O:34])=[O:28]. Given the product [S:27](=[N:29][C:30]1[CH:31]=[C:32]([CH:36]=[CH:37][CH:38]=1)[C:33]([NH:20][C:4]1[C:5]([CH3:19])=[CH:6][C:7]([C:9]([F:18])([C:10]([F:11])([F:12])[F:13])[C:14]([F:15])([F:16])[F:17])=[CH:8][C:3]=1[CH2:1][CH3:2])=[O:34])=[O:28], predict the reactants needed to synthesize it. (4) Given the product [CH3:11][O:10][C:9]1[CH:8]=[CH:7][N:6]=[CH:5][C:4]=1[NH:1][C:2]([NH2:22])=[S:3], predict the reactants needed to synthesize it. The reactants are: [N:1]([C:4]1[CH:5]=[N:6][CH:7]=[CH:8][C:9]=1[O:10][CH3:11])=[C:2]=[S:3].C(OC1C=CC(C([NH2:22])=O)=CC=1N=C=S)(C)C. (5) Given the product [F:1][C:2]([C:5]1[N:6]=[C:7]([CH2:10][N:11]2[N:15]=[C:14]([NH:16][C:29]([C:25]3[N:26]=[CH:27][O:28][C:24]=3[C:20]3[CH:21]=[CH:22][CH:23]=[C:18]([Cl:17])[CH:19]=3)=[O:30])[CH:13]=[N:12]2)[S:8][CH:9]=1)([F:4])[CH3:3], predict the reactants needed to synthesize it. The reactants are: [F:1][C:2]([C:5]1[N:6]=[C:7]([CH2:10][N:11]2[N:15]=[C:14]([NH2:16])[CH:13]=[N:12]2)[S:8][CH:9]=1)([F:4])[CH3:3].[Cl:17][C:18]1[CH:19]=[C:20]([C:24]2[O:28][CH:27]=[N:26][C:25]=2[C:29](O)=[O:30])[CH:21]=[CH:22][CH:23]=1. (6) Given the product [CH3:10][N:11]([CH2:12][CH2:13][CH2:14][N:15]1[CH2:16][CH2:17][N:18]([C:21]([O:23][CH2:24][C:25]2[CH:26]=[C:27]([Cl:32])[CH:28]=[C:29]([Cl:31])[CH:30]=2)=[O:22])[CH2:19][CH2:20]1)[C:7]([C:4]1[O:3][C:2](=[O:1])[NH:6][CH:5]=1)=[O:9], predict the reactants needed to synthesize it. The reactants are: [O:1]=[C:2]1[NH:6][CH:5]=[C:4]([C:7]([OH:9])=O)[O:3]1.[CH3:10][NH:11][CH2:12][CH2:13][CH2:14][N:15]1[CH2:20][CH2:19][N:18]([C:21]([O:23][CH2:24][C:25]2[CH:30]=[C:29]([Cl:31])[CH:28]=[C:27]([Cl:32])[CH:26]=2)=[O:22])[CH2:17][CH2:16]1.